This data is from NCI-60 drug combinations with 297,098 pairs across 59 cell lines. The task is: Regression. Given two drug SMILES strings and cell line genomic features, predict the synergy score measuring deviation from expected non-interaction effect. (1) Drug 1: CC1C(C(CC(O1)OC2CC(CC3=C2C(=C4C(=C3O)C(=O)C5=C(C4=O)C(=CC=C5)OC)O)(C(=O)CO)O)N)O.Cl. Drug 2: COC1=C(C=C2C(=C1)N=CN=C2NC3=CC(=C(C=C3)F)Cl)OCCCN4CCOCC4. Cell line: SW-620. Synergy scores: CSS=1.66, Synergy_ZIP=2.13, Synergy_Bliss=5.19, Synergy_Loewe=0.803, Synergy_HSA=1.34. (2) Drug 1: CS(=O)(=O)C1=CC(=C(C=C1)C(=O)NC2=CC(=C(C=C2)Cl)C3=CC=CC=N3)Cl. Drug 2: CC(C)(C#N)C1=CC(=CC(=C1)CN2C=NC=N2)C(C)(C)C#N. Cell line: MOLT-4. Synergy scores: CSS=6.89, Synergy_ZIP=0.151, Synergy_Bliss=4.06, Synergy_Loewe=2.25, Synergy_HSA=2.14. (3) Drug 1: C1=CN(C(=O)N=C1N)C2C(C(C(O2)CO)O)O.Cl. Drug 2: C1=CC=C(C(=C1)C(C2=CC=C(C=C2)Cl)C(Cl)Cl)Cl. Cell line: HL-60(TB). Synergy scores: CSS=52.4, Synergy_ZIP=-5.71, Synergy_Bliss=-9.81, Synergy_Loewe=-34.1, Synergy_HSA=-9.23. (4) Drug 1: C1CCN(CC1)CCOC2=CC=C(C=C2)C(=O)C3=C(SC4=C3C=CC(=C4)O)C5=CC=C(C=C5)O. Drug 2: CC1=C(C(CCC1)(C)C)C=CC(=CC=CC(=CC(=O)O)C)C. Cell line: A549. Synergy scores: CSS=14.4, Synergy_ZIP=-0.868, Synergy_Bliss=-2.24, Synergy_Loewe=-5.72, Synergy_HSA=-3.68. (5) Drug 1: CC1C(C(CC(O1)OC2CC(OC(C2O)C)OC3=CC4=CC5=C(C(=O)C(C(C5)C(C(=O)C(C(C)O)O)OC)OC6CC(C(C(O6)C)O)OC7CC(C(C(O7)C)O)OC8CC(C(C(O8)C)O)(C)O)C(=C4C(=C3C)O)O)O)O. Drug 2: CC(C)NC(=O)C1=CC=C(C=C1)CNNC.Cl. Cell line: A498. Synergy scores: CSS=16.3, Synergy_ZIP=-1.73, Synergy_Bliss=-4.31, Synergy_Loewe=-2.98, Synergy_HSA=-2.42. (6) Drug 1: C1=CC(=CC=C1C#N)C(C2=CC=C(C=C2)C#N)N3C=NC=N3. Drug 2: CC1=C(C(=O)C2=C(C1=O)N3CC4C(C3(C2COC(=O)N)OC)N4)N. Cell line: OVCAR-4. Synergy scores: CSS=0.578, Synergy_ZIP=-0.736, Synergy_Bliss=0.342, Synergy_Loewe=-7.45, Synergy_HSA=-3.28. (7) Drug 1: CC1CCC2CC(C(=CC=CC=CC(CC(C(=O)C(C(C(=CC(C(=O)CC(OC(=O)C3CCCCN3C(=O)C(=O)C1(O2)O)C(C)CC4CCC(C(C4)OC)O)C)C)O)OC)C)C)C)OC. Drug 2: CC1=C(N=C(N=C1N)C(CC(=O)N)NCC(C(=O)N)N)C(=O)NC(C(C2=CN=CN2)OC3C(C(C(C(O3)CO)O)O)OC4C(C(C(C(O4)CO)O)OC(=O)N)O)C(=O)NC(C)C(C(C)C(=O)NC(C(C)O)C(=O)NCCC5=NC(=CS5)C6=NC(=CS6)C(=O)NCCC[S+](C)C)O. Cell line: UACC-257. Synergy scores: CSS=2.95, Synergy_ZIP=-0.460, Synergy_Bliss=2.59, Synergy_Loewe=0.339, Synergy_HSA=1.33. (8) Drug 1: CCCS(=O)(=O)NC1=C(C(=C(C=C1)F)C(=O)C2=CNC3=C2C=C(C=N3)C4=CC=C(C=C4)Cl)F. Drug 2: CC1=C2C(C(=O)C3(C(CC4C(C3C(C(C2(C)C)(CC1OC(=O)C(C(C5=CC=CC=C5)NC(=O)OC(C)(C)C)O)O)OC(=O)C6=CC=CC=C6)(CO4)OC(=O)C)O)C)O. Cell line: RPMI-8226. Synergy scores: CSS=71.8, Synergy_ZIP=16.8, Synergy_Bliss=19.9, Synergy_Loewe=-23.3, Synergy_HSA=16.3.